From a dataset of Full USPTO retrosynthesis dataset with 1.9M reactions from patents (1976-2016). Predict the reactants needed to synthesize the given product. Given the product [CH2:22]([NH:21][C:16]1[C:17]([CH3:20])=[C:18]([CH3:19])[C:13]2[O:12][C:11]([CH3:31])=[C:10]([C:7]3[CH:6]=[CH:5][C:4]([CH:1]([CH3:2])[CH3:3])=[CH:9][CH:8]=3)[C:14]=2[C:15]=1[CH3:30])[C:23]1[CH:28]=[CH:27][CH:26]=[CH:25][CH:24]=1, predict the reactants needed to synthesize it. The reactants are: [CH:1]([C:4]1[CH:9]=[CH:8][C:7]([C:10]2[C:14]3[C:15]([CH3:30])=[C:16]([NH:21][C:22](=O)[C:23]4[CH:28]=[CH:27][CH:26]=[CH:25][CH:24]=4)[C:17]([CH3:20])=[C:18]([CH3:19])[C:13]=3[O:12][C:11]=2[CH3:31])=[CH:6][CH:5]=1)([CH3:3])[CH3:2].